Dataset: Peptide-MHC class I binding affinity with 185,985 pairs from IEDB/IMGT. Task: Regression. Given a peptide amino acid sequence and an MHC pseudo amino acid sequence, predict their binding affinity value. This is MHC class I binding data. (1) The peptide sequence is DEEPMELDY. The MHC is HLA-A24:02 with pseudo-sequence HLA-A24:02. The binding affinity (normalized) is 0. (2) The peptide sequence is IRHENRMVL. The MHC is HLA-B07:02 with pseudo-sequence HLA-B07:02. The binding affinity (normalized) is 0.254. (3) The peptide sequence is LLSTSNVIT. The binding affinity (normalized) is 0.243. The MHC is HLA-A02:01 with pseudo-sequence HLA-A02:01. (4) The peptide sequence is RMFLAMITY. The MHC is HLA-A31:01 with pseudo-sequence HLA-A31:01. The binding affinity (normalized) is 0. (5) The peptide sequence is ARWMISSAL. The binding affinity (normalized) is 0.225. The MHC is HLA-B18:01 with pseudo-sequence HLA-B18:01. (6) The peptide sequence is MASTPASRY. The MHC is HLA-A01:01 with pseudo-sequence HLA-A01:01. The binding affinity (normalized) is 0.0847. (7) The binding affinity (normalized) is 0.658. The peptide sequence is RAYLYHRR. The MHC is H-2-Kb with pseudo-sequence H-2-Kb.